This data is from Full USPTO retrosynthesis dataset with 1.9M reactions from patents (1976-2016). The task is: Predict the reactants needed to synthesize the given product. (1) Given the product [CH:6]([C:5]1[CH:8]=[CH:9][C:2]([C:19]#[N:20])=[C:3]([N+:10]([O-:12])=[O:11])[CH:4]=1)=[O:7], predict the reactants needed to synthesize it. The reactants are: Br[C:2]1[CH:9]=[CH:8][C:5]([CH:6]=[O:7])=[CH:4][C:3]=1[N+:10]([O-:12])=[O:11].CCOC(C)=O.[CH3:19][N:20](C)C=O. (2) Given the product [S:3]1[CH2:2][CH:24]1[CH2:23][S:22][CH2:21][C:17]1[CH:18]=[CH:19][CH:20]=[C:15]([CH2:14][S:13][CH2:12][CH:11]2[S:28][CH2:27]2)[CH:16]=1, predict the reactants needed to synthesize it. The reactants are: N[C:2](N)=[S:3].[N+]([O-])([O-])=O.[NH4+].O1[CH2:27][CH:11]1[CH2:12][S:13][CH2:14][C:15]1[CH:20]=[CH:19][CH:18]=[C:17]([CH2:21][S:22][CH2:23][CH:24]2OC2)[CH:16]=1.[S:28](=O)(=O)(O)O. (3) Given the product [Br:11][C:12]1[CH:13]=[CH:14][C:15]([C@@H:18]2[CH2:20][C@H:19]2[CH:21]=[O:22])=[CH:16][CH:17]=1, predict the reactants needed to synthesize it. The reactants are: CS(C)=O.C(Cl)(=O)C(Cl)=O.[Br:11][C:12]1[CH:17]=[CH:16][C:15]([C@@H:18]2[CH2:20][C@H:19]2[CH2:21][OH:22])=[CH:14][CH:13]=1.C(N(CC)CC)C. (4) The reactants are: [C:1]([O:5][C:6]([N:8]1[CH2:12][CH2:11][CH2:10][CH:9]1[CH2:13][NH:14][C:15]1[N:20]=[C:19]([O:21][CH3:22])[C:18]([N+:23]([O-])=O)=[C:17]([O:26][CH3:27])[N:16]=1)=[O:7])([CH3:4])([CH3:3])[CH3:2]. Given the product [C:1]([O:5][C:6]([N:8]1[CH2:12][CH2:11][CH2:10][CH:9]1[CH2:13][NH:14][C:15]1[N:20]=[C:19]([O:21][CH3:22])[C:18]([NH2:23])=[C:17]([O:26][CH3:27])[N:16]=1)=[O:7])([CH3:4])([CH3:3])[CH3:2], predict the reactants needed to synthesize it. (5) Given the product [C:2]([NH:4][C@H:5]1[C@H:10]([C@@H:11]([C@@H:12]([CH2:13][O:14][C:15](=[O:16])[CH3:17])[O:18][C:19](=[O:20])[CH3:21])[O:22][C:23](=[O:24])[CH3:25])[O:9][C:8]([C:26]([O:28][CH3:29])=[O:27])=[C:7]([CH2:30][CH2:31][CH2:32][O:56][C:57](=[O:49])[CH3:53])[C@@H:6]1[O:33][C:34](=[O:35])[CH3:36])(=[O:3])[CH3:1], predict the reactants needed to synthesize it. The reactants are: [CH3:1][C:2]([NH:4][C@H:5]1[C@H:10]([C@H:11]([O:22][C:23]([CH3:25])=[O:24])[C@H:12]([O:18][C:19]([CH3:21])=[O:20])[CH2:13][O:14][C:15]([CH3:17])=[O:16])[O:9][C:8]([C:26]([O:28][CH3:29])=[O:27])=[C:7]([CH2:30][CH:31]=[CH2:32])[C@@H:6]1[O:33][C:34]([CH3:36])=[O:35])=[O:3].B1C2CCCC1CCC2.B(O)O.[OH:49]O.[OH-].[Na+].[CH2:53]1[CH2:57][O:56]CC1. (6) Given the product [Cl:1][C:2]1[CH:3]=[C:4]([C@@H:8]2[C@@H:13]([C:14]3[CH:15]=[CH:16][C:17]([Cl:20])=[CH:18][CH:19]=3)[N:12]([C@@H:21]([CH2:24][CH3:25])[CH2:22][N:35]3[CH2:40][CH2:39][O:38][CH2:37][CH2:36]3)[C:11](=[O:26])[C@@H:10]([CH2:27][C:28]([O:30][C:31]([CH3:32])([CH3:34])[CH3:33])=[O:29])[CH2:9]2)[CH:5]=[CH:6][CH:7]=1, predict the reactants needed to synthesize it. The reactants are: [Cl:1][C:2]1[CH:3]=[C:4]([C@@H:8]2[C@@H:13]([C:14]3[CH:19]=[CH:18][C:17]([Cl:20])=[CH:16][CH:15]=3)[N:12]([C@@H:21]([CH2:24][CH3:25])[CH:22]=O)[C:11](=[O:26])[C@@H:10]([CH2:27][C:28]([O:30][C:31]([CH3:34])([CH3:33])[CH3:32])=[O:29])[CH2:9]2)[CH:5]=[CH:6][CH:7]=1.[NH:35]1[CH2:40][CH2:39][O:38][CH2:37][CH2:36]1.[Na]. (7) Given the product [S:9]1[C:13]([C@@H:14]2[CH2:2][C@H:15]2[C:16]([O:18][CH2:19][CH3:20])=[O:17])=[CH:12][N:11]=[CH:10]1, predict the reactants needed to synthesize it. The reactants are: [I-].[CH3:2][S+](C)(C)=O.[H-].[Na+].[S:9]1[C:13](/[CH:14]=[CH:15]/[C:16]([O:18][CH2:19][CH3:20])=[O:17])=[CH:12][N:11]=[CH:10]1.